Predict the reactants needed to synthesize the given product. From a dataset of Retrosynthesis with 50K atom-mapped reactions and 10 reaction types from USPTO. Given the product NC(=O)c1c(-c2ccc(Oc3ccccc3)cc2)nn2c3c([nH]c12)CCN(C(=O)CCCl)C3, predict the reactants needed to synthesize it. The reactants are: C=CC(=O)N1CCc2[nH]c3c(C(N)=O)c(-c4ccc(Oc5ccccc5)cc4)nn3c2C1.Cl.